This data is from Reaction yield outcomes from USPTO patents with 853,638 reactions. The task is: Predict the reaction yield, written as a fraction of the theoretical maximum amount of product (1.0 means a 100% yield; for example, 0.34 means a 34% yield). The reactants are [BH4-].[Na+].[C:3]([C:6]1[CH:7]=[CH:8][C:9]([Br:12])=[N:10][CH:11]=1)(=[O:5])[CH3:4]. The catalyst is CC(O)C.O. The product is [Br:12][C:9]1[N:10]=[CH:11][C:6]([CH:3]([OH:5])[CH3:4])=[CH:7][CH:8]=1. The yield is 0.900.